From a dataset of Reaction yield outcomes from USPTO patents with 853,638 reactions. Predict the reaction yield, written as a fraction of the theoretical maximum amount of product (1.0 means a 100% yield; for example, 0.34 means a 34% yield). The reactants are C(=O)([O-])[O-].[Cs+].[Cs+].Br[CH2:8][CH2:9][O:10][C:11]1[CH:16]=[CH:15][CH:14]=[CH:13][CH:12]=1.[NH:17]1[CH:21]=[C:20](/[CH:22]=[CH:23]/[C:24]([O:26][CH2:27][CH3:28])=[O:25])[CH:19]=[N:18]1. The catalyst is C(#N)C. The product is [O:10]([CH2:9][CH2:8][N:17]1[CH:21]=[C:20](/[CH:22]=[CH:23]/[C:24]([O:26][CH2:27][CH3:28])=[O:25])[CH:19]=[N:18]1)[C:11]1[CH:16]=[CH:15][CH:14]=[CH:13][CH:12]=1. The yield is 0.710.